This data is from Catalyst prediction with 721,799 reactions and 888 catalyst types from USPTO. The task is: Predict which catalyst facilitates the given reaction. (1) Reactant: C([NH:5][C:6]1[CH:11]=[C:10]([C:12]2[C:13]([C:26]3[CH:27]=[C:28]([NH:32][C:33]([NH:35][C:36]4[CH:41]=[CH:40][C:39]([C:42]([F:45])([F:44])[F:43])=[CH:38][CH:37]=4)=[O:34])[CH:29]=[CH:30][CH:31]=3)=[N:14][N:15](CC3C=CC(OC)=CC=3)[CH:16]=2)[CH:9]=[CH:8][N:7]=1)(C)(C)C.O.C([O-])(O)=O.[Na+]. Product: [NH2:5][C:6]1[CH:11]=[C:10]([C:12]2[C:13]([C:26]3[CH:27]=[C:28]([NH:32][C:33]([NH:35][C:36]4[CH:41]=[CH:40][C:39]([C:42]([F:44])([F:45])[F:43])=[CH:38][CH:37]=4)=[O:34])[CH:29]=[CH:30][CH:31]=3)=[N:14][NH:15][CH:16]=2)[CH:9]=[CH:8][N:7]=1. The catalyst class is: 55. (2) Reactant: [ClH:1].C(OCC)(=O)C.[C:8]1([C:14]2[N:15]=[C:16]([N:19]([CH2:23][C:24]3[CH:42]=[CH:41][C:27]([CH2:28][NH:29][C:30]4[CH:35]=[CH:34][C:33]([CH2:36][CH2:37][C:38]([OH:40])=[O:39])=[CH:32][CH:31]=4)=[CH:26][CH:25]=3)[CH2:20][CH2:21][CH3:22])[S:17][CH:18]=2)[CH:13]=[CH:12][CH:11]=[CH:10][CH:9]=1. Product: [ClH:1].[ClH:1].[C:8]1([C:14]2[N:15]=[C:16]([N:19]([CH2:23][C:24]3[CH:25]=[CH:26][C:27]([CH2:28][NH:29][C:30]4[CH:31]=[CH:32][C:33]([CH2:36][CH2:37][C:38]([OH:40])=[O:39])=[CH:34][CH:35]=4)=[CH:41][CH:42]=3)[CH2:20][CH2:21][CH3:22])[S:17][CH:18]=2)[CH:9]=[CH:10][CH:11]=[CH:12][CH:13]=1. The catalyst class is: 13. (3) The catalyst class is: 11. Reactant: [Br:1][C:2]1[CH:3]=[N:4][C:5]2[C:6](=O)[NH:7][CH:8]=[CH:9][C:10]=2[CH:11]=1.CCN(C(C)C)C(C)C.O=P(Cl)(Cl)[Cl:24]. Product: [Br:1][C:2]1[CH:3]=[N:4][C:5]2[C:10]([CH:11]=1)=[CH:9][CH:8]=[N:7][C:6]=2[Cl:24]. (4) Reactant: C(=O)=O.CS(C)=O.C(Cl)(=O)C(Cl)=O.[CH:14]1([C:17]2[C:22]([CH2:23][OH:24])=[CH:21][N:20]=[C:19]([C:25]3[CH:30]=[CH:29][C:28]([C:31]([F:34])([F:33])[F:32])=[CH:27][CH:26]=3)[N:18]=2)[CH2:16][CH2:15]1.C(N(CC)CC)C. Product: [CH:14]1([C:17]2[C:22]([CH:23]=[O:24])=[CH:21][N:20]=[C:19]([C:25]3[CH:30]=[CH:29][C:28]([C:31]([F:33])([F:34])[F:32])=[CH:27][CH:26]=3)[N:18]=2)[CH2:16][CH2:15]1. The catalyst class is: 363.